Dataset: Reaction yield outcomes from USPTO patents with 853,638 reactions. Task: Predict the reaction yield, written as a fraction of the theoretical maximum amount of product (1.0 means a 100% yield; for example, 0.34 means a 34% yield). (1) The reactants are C(O)(C(F)(F)F)=O.[NH2:8][C:9](=[O:45])[CH2:10][C:11]1[CH:44]=[CH:43][CH:42]=[CH:41][C:12]=1[CH2:13][CH2:14][C:15]1[C:20]([C:21]([F:24])([F:23])[F:22])=[CH:19][N:18]=[C:17]([NH:25][C:26]2[CH:40]=[CH:39][C:29]([CH2:30][NH:31]C(=O)OC(C)(C)C)=[CH:28][CH:27]=2)[N:16]=1. The catalyst is C(Cl)Cl. The product is [NH2:31][CH2:30][C:29]1[CH:28]=[CH:27][C:26]([NH:25][C:17]2[N:16]=[C:15]([CH2:14][CH2:13][C:12]3[CH:41]=[CH:42][CH:43]=[CH:44][C:11]=3[CH2:10][C:9]([NH2:8])=[O:45])[C:20]([C:21]([F:23])([F:24])[F:22])=[CH:19][N:18]=2)=[CH:40][CH:39]=1. The yield is 0.760. (2) The reactants are [Cl:1][C:2]1[N:11]=[CH:10][C:9]2[NH:8][C:7](=[O:12])[C@@H:6]([CH3:13])[NH:5][C:4]=2[N:3]=1.C(N(CC)CC)C.[C:21]([C:23]1[CH:24]=[C:25](B(O)O)[CH:26]=[CH:27][CH:28]=1)#[N:22]. The catalyst is ClCCl. The product is [Cl:1][C:2]1[N:11]=[CH:10][C:9]2[N:8]([C:27]3[CH:28]=[C:23]([CH:24]=[CH:25][CH:26]=3)[C:21]#[N:22])[C:7](=[O:12])[C@@H:6]([CH3:13])[NH:5][C:4]=2[N:3]=1. The yield is 0.390. (3) The reactants are Br[C:2]1[S:3][C:4]([NH:8][C:9](=[O:11])[CH3:10])=[C:5]([Br:7])[N:6]=1.C(NCC)C. The catalyst is C(O)C.[Ni]. The product is [Br:7][C:5]1[N:6]=[CH:2][S:3][C:4]=1[NH:8][C:9](=[O:11])[CH3:10]. The yield is 0.780. (4) The reactants are [C:9](O[C:9]([O:11][C:12]([CH3:15])([CH3:14])[CH3:13])=[O:10])([O:11][C:12]([CH3:15])([CH3:14])[CH3:13])=[O:10].[NH2:16][CH2:17][C:18]1([C:33]([O:35][CH2:36][CH3:37])=[O:34])[CH2:23][CH2:22][N:21]([C:24]2[C:25]3[CH:32]=[CH:31][NH:30][C:26]=3[N:27]=[CH:28][N:29]=2)[CH2:20][CH2:19]1.C(N(CC)CC)C. The catalyst is C(Cl)Cl. The product is [C:12]([O:11][C:9]([NH:16][CH2:17][C:18]1([C:33]([O:35][CH2:36][CH3:37])=[O:34])[CH2:23][CH2:22][N:21]([C:24]2[C:25]3[CH:32]=[CH:31][NH:30][C:26]=3[N:27]=[CH:28][N:29]=2)[CH2:20][CH2:19]1)=[O:10])([CH3:13])([CH3:14])[CH3:15]. The yield is 0.539. (5) The reactants are [NH2:1][CH2:2][CH2:3][CH2:4][OH:5].[CH:6]([S:8]([CH:11]=[CH2:12])(=[O:10])=[O:9])=[CH2:7]. No catalyst specified. The product is [O:9]=[S:8]1(=[O:10])[CH2:11][CH2:12][N:1]([CH2:2][CH2:3][CH2:4][OH:5])[CH2:7][CH2:6]1. The yield is 0.900. (6) The reactants are [Cl:1][C:2]1[CH:8]=[CH:7][C:5]([NH2:6])=[CH:4][C:3]=1[F:9].C([O-])([O-])=O.[Na+].[Na+].[C:16](O[C:16]([C:18]([F:21])([F:20])[F:19])=[O:17])([C:18]([F:21])([F:20])[F:19])=[O:17]. The catalyst is CCOCC.CCCCCC. The product is [Cl:1][C:2]1[CH:8]=[CH:7][C:5]([NH:6][C:16](=[O:17])[C:18]([F:21])([F:20])[F:19])=[CH:4][C:3]=1[F:9]. The yield is 0.960. (7) The reactants are Br[C:2]1[CH:3]=[C:4]([C@:10]2([CH3:21])[C@H:16]3[C@:14]([CH:17]([F:19])[F:18])([CH2:15]3)[S:13][C:12]([NH2:20])=[N:11]2)[C:5]([O:8][CH3:9])=[N:6][CH:7]=1.[N-:22]=[N+]=[N-].[Na+].CP(C)C.C1COCC1. The catalyst is [Cu]I. The product is [NH2:22][C:2]1[CH:3]=[C:4]([C@:10]2([CH3:21])[C@H:16]3[C@:14]([CH:17]([F:19])[F:18])([CH2:15]3)[S:13][C:12]([NH2:20])=[N:11]2)[C:5]([O:8][CH3:9])=[N:6][CH:7]=1. The yield is 0.410. (8) The reactants are [CH2:1]([O:8][C:9]1[CH:14]=[CH:13][C:12]([OH:15])=[CH:11][CH:10]=1)[C:2]1[CH:7]=[CH:6][CH:5]=[CH:4][CH:3]=1.C(=O)([O-])[O-].[Cs+].[Cs+].Br[CH:23]([CH2:28][CH3:29])[C:24]([O:26][CH3:27])=[O:25]. The catalyst is CC#N. The product is [CH2:1]([O:8][C:9]1[CH:10]=[CH:11][C:12]([O:15][CH:23]([CH2:28][CH3:29])[C:24]([O:26][CH3:27])=[O:25])=[CH:13][CH:14]=1)[C:2]1[CH:3]=[CH:4][CH:5]=[CH:6][CH:7]=1. The yield is 0.910. (9) The reactants are C(N(CC)CC)C.[NH2:8][C@@H:9]1[CH2:13][CH2:12][N:11]([C:14]2[C:23]3[C:18](=[CH:19][CH:20]=[C:21]([F:24])[CH:22]=3)[N:17]=[C:16]([C:25]3[CH:30]=[CH:29][CH:28]=[CH:27][C:26]=3[OH:31])[N:15]=2)[CH2:10]1.Cl[C:33]([O:35][CH2:36][CH:37]([CH3:39])[CH3:38])=[O:34]. The catalyst is C(Cl)Cl. The product is [F:24][C:21]1[CH:22]=[C:23]2[C:18](=[CH:19][CH:20]=1)[N:17]=[C:16]([C:25]1[CH:30]=[CH:29][CH:28]=[CH:27][C:26]=1[OH:31])[N:15]=[C:14]2[N:11]1[CH2:12][CH2:13][C@@H:9]([NH:8][C:33](=[O:34])[O:35][CH2:36][CH:37]([CH3:39])[CH3:38])[CH2:10]1. The yield is 0.600.